From a dataset of Forward reaction prediction with 1.9M reactions from USPTO patents (1976-2016). Predict the product of the given reaction. (1) The product is: [F:1][C:2]1[CH:3]=[C:4]2[C:8](=[CH:9][CH:10]=1)[N:7]([CH3:15])[CH:6]=[C:5]2[CH:11]=[O:12]. Given the reactants [F:1][C:2]1[CH:3]=[C:4]2[C:8](=[CH:9][CH:10]=1)[NH:7][CH:6]=[C:5]2[CH:11]=[O:12].[H-].[Na+].[CH3:15]I, predict the reaction product. (2) The product is: [CH2:17]([O:16][C:12]1[C:13]([CH:25]=[O:26])=[CH:14][CH:15]=[C:10]([O:9][CH2:6][CH2:7][CH3:8])[N:11]=1)[CH2:18][CH3:19]. Given the reactants P(Cl)(Cl)(Cl)=O.[CH2:6]([O:9][C:10]1[CH:15]=[CH:14][CH:13]=[C:12]([O:16][CH2:17][CH2:18][CH3:19])[N:11]=1)[CH2:7][CH3:8].[OH-].[Na+].CN([CH:25]=[O:26])C, predict the reaction product. (3) Given the reactants [NH:1]1[CH:5]=[C:4]([C:6]2[C:7]([C:15]3[CH:20]=[CH:19][CH:18]=[CH:17][CH:16]=3)=[N:8][O:9][C:10]=2[C:11]([F:14])([F:13])[F:12])[N:3]=[CH:2]1.Cl[C:22]1[CH:31]=[CH:30][C:25]([C:26]([O:28][CH3:29])=[O:27])=[CH:24][N:23]=1, predict the reaction product. The product is: [CH3:29][O:28][C:26](=[O:27])[C:25]1[CH:30]=[CH:31][C:22]([N:1]2[CH:5]=[C:4]([C:6]3[C:7]([C:15]4[CH:16]=[CH:17][CH:18]=[CH:19][CH:20]=4)=[N:8][O:9][C:10]=3[C:11]([F:14])([F:12])[F:13])[N:3]=[CH:2]2)=[N:23][CH:24]=1.